Dataset: Peptide-MHC class II binding affinity with 134,281 pairs from IEDB. Task: Regression. Given a peptide amino acid sequence and an MHC pseudo amino acid sequence, predict their binding affinity value. This is MHC class II binding data. The MHC is HLA-DQA10104-DQB10503 with pseudo-sequence HLA-DQA10104-DQB10503. The peptide sequence is QVAFSYFPPPAAKED. The binding affinity (normalized) is 0.680.